Dataset: Forward reaction prediction with 1.9M reactions from USPTO patents (1976-2016). Task: Predict the product of the given reaction. (1) Given the reactants [NH2:1][C:2]1[C:7]([NH2:8])=[CH:6][C:5](Br)=[CH:4][N:3]=1.[Na+].[CH3:11][S:12]([O-:14])=[O:13].N[C@@H]1CCCC[C@H]1N, predict the reaction product. The product is: [CH3:11][S:12]([C:5]1[CH:6]=[C:7]([NH2:8])[C:2]([NH2:1])=[N:3][CH:4]=1)(=[O:14])=[O:13]. (2) Given the reactants [Cl:1][C:2]1[CH:7]=[CH:6][C:5]([CH:8]([C:27]2[CH:32]=[CH:31][C:30]([Cl:33])=[CH:29][CH:28]=2)[N:9]2[CH2:12][CH:11]([C:13]([C:19]3[CH:24]=[C:23]([F:25])[CH:22]=[C:21]([F:26])[CH:20]=3)(O)[C:14]([CH3:17])([CH3:16])[CH3:15])[CH2:10]2)=[CH:4][CH:3]=1.CCN(S(F)(F)F)CC.C([O-])(O)=O.[Na+].[OH-].[Na+], predict the reaction product. The product is: [Cl:33][C:30]1[CH:29]=[CH:28][C:27]([CH:8]([C:5]2[CH:4]=[CH:3][C:2]([Cl:1])=[CH:7][CH:6]=2)[N:9]2[CH2:12][C:11](=[C:13]([C:19]3[CH:24]=[C:23]([F:25])[CH:22]=[C:21]([F:26])[CH:20]=3)[C:14]([CH3:17])([CH3:16])[CH3:15])[CH2:10]2)=[CH:32][CH:31]=1.